The task is: Predict the reactants needed to synthesize the given product.. This data is from Full USPTO retrosynthesis dataset with 1.9M reactions from patents (1976-2016). (1) Given the product [Cl:15][C:16]1[CH:17]=[C:18]2[C:23](=[CH:24][CH:25]=1)[N:22]=[CH:21][CH:20]=[C:19]2[CH2:26][N:2]1[C:28]([C:30]2[N:34]([CH3:35])[CH:33]=[C:32]([C:36]#[N:37])[CH:31]=2)=[C:4]2[C:3]([N:8]([CH2:9][CH:10]([CH3:11])[CH3:12])[C:7](=[O:13])[NH:6][C:5]2=[O:14])=[N:1]1, predict the reactants needed to synthesize it. The reactants are: [NH:1]([C:3]1[N:8]([CH2:9][CH:10]([CH3:12])[CH3:11])[C:7](=[O:13])[NH:6][C:5](=[O:14])[CH:4]=1)[NH2:2].[Cl:15][C:16]1[CH:17]=[C:18]2[C:23](=[CH:24][CH:25]=1)[N:22]=[CH:21][CH:20]=[C:19]2[CH:26]=O.[CH:28]([C:30]1[N:34]([CH3:35])[CH:33]=[C:32]([C:36]#[N:37])[CH:31]=1)=O. (2) Given the product [CH:17]1[C:18]2[N:6]([CH2:5][CH2:4][C:3]([NH:21][OH:22])=[O:2])[C:7]3[C:12](=[CH:11][CH:10]=[CH:9][CH:8]=3)[C:13]=2[CH:14]=[CH:15][CH:16]=1, predict the reactants needed to synthesize it. The reactants are: C[O:2][C:3](=O)[CH2:4][CH2:5][N:6]1[C:18]2[CH:17]=[CH:16][CH:15]=[CH:14][C:13]=2[C:12]2[C:7]1=[CH:8][CH:9]=[CH:10][CH:11]=2.Cl.[NH2:21][OH:22].C[O-].[Na+].CO.C([O-])(O)=O.[Na+]. (3) Given the product [F:27][C:16]([F:15])([F:28])[S:17]([C:20]1[CH:21]=[C:22]([NH:23][C:12]([C:3]2[C:4]3[C:9](=[CH:8][CH:7]=[CH:6][CH:5]=3)[CH:10]=[CH:11][C:2]=2[OH:1])=[O:14])[CH:24]=[CH:25][CH:26]=1)(=[O:18])=[O:19], predict the reactants needed to synthesize it. The reactants are: [OH:1][C:2]1[CH:11]=[CH:10][C:9]2[C:4](=[CH:5][CH:6]=[CH:7][CH:8]=2)[C:3]=1[C:12]([OH:14])=O.[F:15][C:16]([F:28])([F:27])[S:17]([C:20]1[CH:21]=[C:22]([CH:24]=[CH:25][CH:26]=1)[NH2:23])(=[O:19])=[O:18]. (4) Given the product [CH3:1][C:2]1[CH:7]=[CH:6][C:5]([N:8]2[CH2:13][CH2:12][O:11][CH2:10][CH2:9]2)=[CH:4][C:3]=1[NH2:14], predict the reactants needed to synthesize it. The reactants are: [CH3:1][C:2]1[CH:7]=[CH:6][C:5]([N:8]2[CH2:13][CH2:12][O:11][CH2:10][CH2:9]2)=[CH:4][C:3]=1[N+:14]([O-])=O.[Cl-].[NH4+]. (5) Given the product [N:34]1([CH2:8][C:6]2[CH:7]=[C:2]([Br:1])[C:3]([O:10][CH:11]([F:13])[F:12])=[N:4][CH:5]=2)[CH:18]=[N:17][CH:16]=[N:35]1, predict the reactants needed to synthesize it. The reactants are: [Br:1][C:2]1[C:3]([O:10][CH:11]([F:13])[F:12])=[N:4][CH:5]=[C:6]([CH2:8]Br)[CH:7]=1.BrC1[C:16](OC(F)F)=[N:17][CH:18]=C(C)C=1.BrN1C(=O)CCC1=O.[N:34](C(C)(C)C#N)=[N:35]C(C)(C)C#N. (6) Given the product [CH2:39]([C:36]1[CH:35]=[N:34][C:33]([N:1]2[CH2:6][CH2:5][CH:4]([C@H:7]3[CH2:9][C@H:8]3[CH2:10][CH2:11][OH:12])[CH2:3][CH2:2]2)=[N:38][CH:37]=1)[CH3:40], predict the reactants needed to synthesize it. The reactants are: [NH:1]1[CH2:6][CH2:5][CH:4]([C@H:7]2[CH2:9][C@H:8]2[CH2:10][CH2:11][OH:12])[CH2:3][CH2:2]1.ClC1C=NC(N2CCC([C@H]3C[C@H]3CCO)CC2)=NC=1.Cl[C:33]1[N:38]=[CH:37][C:36]([CH2:39][CH3:40])=[CH:35][N:34]=1. (7) Given the product [C:17]1([CH3:20])[CH:18]=[CH:19][C:14]([CH:10]=[O:9])=[CH:15][CH:16]=1, predict the reactants needed to synthesize it. The reactants are: O1C=CC(=O)C=C1.[S].[O:9]=[C:10]([C:14]1[CH:19]=[CH:18][C:17]([CH3:20])=[CH:16][CH:15]=1)CC#N.N1CCOCC1. (8) Given the product [CH3:1][CH:2]1[CH:10]([CH2:11][CH2:12][CH3:13])[C:9]2[C:4](=[CH:5][CH:6]=[C:7]([N+:14]([O-:16])=[O:15])[CH:8]=2)[N:3]1[CH2:22][C:21]([F:26])([F:25])[F:20], predict the reactants needed to synthesize it. The reactants are: [CH3:1][C:2]1[NH:3][C:4]2[C:9]([C:10]=1[CH2:11][CH2:12][CH3:13])=[CH:8][C:7]([N+:14]([O-:16])=[O:15])=[CH:6][CH:5]=2.[BH4-].[Na+].O.[F:20][C:21]([F:26])([F:25])[C:22](O)=O. (9) Given the product [Br:19][CH2:20][C:21]([NH:1][C:2]1[CH:7]=[C:6]([O:8][C:9]([F:10])([F:11])[F:12])[CH:5]=[CH:4][C:3]=1[OH:13])=[O:22], predict the reactants needed to synthesize it. The reactants are: [NH2:1][C:2]1[CH:7]=[C:6]([O:8][C:9]([F:12])([F:11])[F:10])[CH:5]=[CH:4][C:3]=1[OH:13].C(=O)(O)[O-].[Na+].[Br:19][CH2:20][C:21](Br)=[O:22].